Dataset: NCI-60 drug combinations with 297,098 pairs across 59 cell lines. Task: Regression. Given two drug SMILES strings and cell line genomic features, predict the synergy score measuring deviation from expected non-interaction effect. (1) Drug 1: C1CC(=O)NC(=O)C1N2CC3=C(C2=O)C=CC=C3N. Drug 2: CC1=C(C(CCC1)(C)C)C=CC(=CC=CC(=CC(=O)O)C)C. Cell line: MCF7. Synergy scores: CSS=23.0, Synergy_ZIP=-7.01, Synergy_Bliss=1.57, Synergy_Loewe=-17.1, Synergy_HSA=4.49. (2) Drug 1: C1=C(C(=O)NC(=O)N1)F. Drug 2: CC1C(C(=O)NC(C(=O)N2CCCC2C(=O)N(CC(=O)N(C(C(=O)O1)C(C)C)C)C)C(C)C)NC(=O)C3=C4C(=C(C=C3)C)OC5=C(C(=O)C(=C(C5=N4)C(=O)NC6C(OC(=O)C(N(C(=O)CN(C(=O)C7CCCN7C(=O)C(NC6=O)C(C)C)C)C)C(C)C)C)N)C. Cell line: SK-OV-3. Synergy scores: CSS=25.6, Synergy_ZIP=7.97, Synergy_Bliss=9.52, Synergy_Loewe=8.52, Synergy_HSA=8.53. (3) Drug 1: CC1CCC2CC(C(=CC=CC=CC(CC(C(=O)C(C(C(=CC(C(=O)CC(OC(=O)C3CCCCN3C(=O)C(=O)C1(O2)O)C(C)CC4CCC(C(C4)OC)OCCO)C)C)O)OC)C)C)C)OC. Drug 2: C1=CC=C(C(=C1)C(C2=CC=C(C=C2)Cl)C(Cl)Cl)Cl. Cell line: SR. Synergy scores: CSS=24.5, Synergy_ZIP=-2.03, Synergy_Bliss=2.08, Synergy_Loewe=-13.7, Synergy_HSA=-2.56. (4) Drug 1: CC1OCC2C(O1)C(C(C(O2)OC3C4COC(=O)C4C(C5=CC6=C(C=C35)OCO6)C7=CC(=C(C(=C7)OC)O)OC)O)O. Drug 2: CS(=O)(=O)OCCCCOS(=O)(=O)C. Cell line: OVCAR-4. Synergy scores: CSS=7.67, Synergy_ZIP=1.24, Synergy_Bliss=4.21, Synergy_Loewe=3.60, Synergy_HSA=4.22. (5) Drug 1: CC1=C2C(C(=O)C3(C(CC4C(C3C(C(C2(C)C)(CC1OC(=O)C(C(C5=CC=CC=C5)NC(=O)C6=CC=CC=C6)O)O)OC(=O)C7=CC=CC=C7)(CO4)OC(=O)C)O)C)OC(=O)C. Drug 2: CC1=C(C(=O)C2=C(C1=O)N3CC4C(C3(C2COC(=O)N)OC)N4)N. Cell line: BT-549. Synergy scores: CSS=40.0, Synergy_ZIP=-4.34, Synergy_Bliss=-4.90, Synergy_Loewe=0.232, Synergy_HSA=0.274. (6) Drug 1: CCC1=CC2CC(C3=C(CN(C2)C1)C4=CC=CC=C4N3)(C5=C(C=C6C(=C5)C78CCN9C7C(C=CC9)(C(C(C8N6C)(C(=O)OC)O)OC(=O)C)CC)OC)C(=O)OC.C(C(C(=O)O)O)(C(=O)O)O. Drug 2: CC1C(C(CC(O1)OC2CC(CC3=C2C(=C4C(=C3O)C(=O)C5=CC=CC=C5C4=O)O)(C(=O)C)O)N)O. Cell line: NCIH23. Synergy scores: CSS=41.0, Synergy_ZIP=1.19, Synergy_Bliss=1.20, Synergy_Loewe=0.736, Synergy_HSA=1.94. (7) Drug 1: CC1=C(C(=CC=C1)Cl)NC(=O)C2=CN=C(S2)NC3=CC(=NC(=N3)C)N4CCN(CC4)CCO. Drug 2: CC1C(C(CC(O1)OC2CC(CC3=C2C(=C4C(=C3O)C(=O)C5=CC=CC=C5C4=O)O)(C(=O)C)O)N)O. Cell line: PC-3. Synergy scores: CSS=55.7, Synergy_ZIP=-1.01, Synergy_Bliss=2.53, Synergy_Loewe=5.85, Synergy_HSA=6.65. (8) Drug 1: C1CC(C1)(C(=O)O)C(=O)O.[NH2-].[NH2-].[Pt+2]. Drug 2: CCC1=C2CN3C(=CC4=C(C3=O)COC(=O)C4(CC)O)C2=NC5=C1C=C(C=C5)O. Cell line: RPMI-8226. Synergy scores: CSS=38.1, Synergy_ZIP=-2.52, Synergy_Bliss=3.83, Synergy_Loewe=7.06, Synergy_HSA=7.01. (9) Drug 1: CS(=O)(=O)CCNCC1=CC=C(O1)C2=CC3=C(C=C2)N=CN=C3NC4=CC(=C(C=C4)OCC5=CC(=CC=C5)F)Cl. Drug 2: CN(CC1=CN=C2C(=N1)C(=NC(=N2)N)N)C3=CC=C(C=C3)C(=O)NC(CCC(=O)O)C(=O)O. Cell line: HCT-15. Synergy scores: CSS=60.7, Synergy_ZIP=0.162, Synergy_Bliss=-0.00420, Synergy_Loewe=-1.84, Synergy_HSA=2.56. (10) Drug 1: C1=C(C(=O)NC(=O)N1)F. Drug 2: C(CCl)NC(=O)N(CCCl)N=O. Cell line: MCF7. Synergy scores: CSS=20.1, Synergy_ZIP=7.31, Synergy_Bliss=4.49, Synergy_Loewe=-3.97, Synergy_HSA=1.09.